From a dataset of Forward reaction prediction with 1.9M reactions from USPTO patents (1976-2016). Predict the product of the given reaction. (1) The product is: [Br:1][CH2:2][CH2:3][CH2:4][CH2:5][CH2:6][CH2:7][O:33][CH2:32][CH2:31][C:28]1[CH:27]=[CH:26][C:25]([N+:22]([O-:24])=[O:23])=[CH:30][CH:29]=1. Given the reactants [Br:1][CH2:2][CH2:3][CH2:4][CH2:5][CH2:6][CH2:7]OCCCCC1C=CC([N+]([O-])=O)=CC=1.[N+:22]([C:25]1[CH:30]=[CH:29][C:28]([CH2:31][CH2:32][OH:33])=[CH:27][CH:26]=1)([O-:24])=[O:23], predict the reaction product. (2) Given the reactants Br[C:2]1[CH:7]=[C:6]([C:8]([CH3:11])([CH3:10])[CH3:9])[CH:5]=[C:4]([Br:12])[CH:3]=1.[Li]CCCC.CN([CH:21]=[O:22])C.Cl, predict the reaction product. The product is: [Br:12][C:4]1[CH:3]=[C:2]([CH:7]=[C:6]([C:8]([CH3:11])([CH3:10])[CH3:9])[CH:5]=1)[CH:21]=[O:22]. (3) Given the reactants Cl.[CH2:2]([N:9]1[CH2:16][CH2:15][C:12]2([CH2:14][CH2:13]2)[C:11](=[O:17])[CH2:10]1)[C:3]1[CH:8]=[CH:7][CH:6]=[CH:5][CH:4]=1.C1C=[N+]([C@@H]2O[C@H](COP(OP(OC[C@H]3O[C@@H](N4C5N=CN=C(N)C=5N=C4)[C@H](O)[C@@H]3O)(O)=O)([O-])=O)[C@@H](O)[C@H]2O)C=C(C(N)=O)C=1.[OH-].[Na+].[Cl-].[Mg+2].[Cl-], predict the reaction product. The product is: [CH2:2]([N:9]1[CH2:16][CH2:15][C:12]2([CH2:13][CH2:14]2)[C@H:11]([OH:17])[CH2:10]1)[C:3]1[CH:4]=[CH:5][CH:6]=[CH:7][CH:8]=1.